Dataset: Full USPTO retrosynthesis dataset with 1.9M reactions from patents (1976-2016). Task: Predict the reactants needed to synthesize the given product. (1) Given the product [OH:7][CH2:6][C:5]1[CH:4]=[C:3]([CH:10]=[CH:9][CH:8]=1)[CH2:1][NH2:2], predict the reactants needed to synthesize it. The reactants are: [C:1]([C:3]1[CH:4]=[C:5]([CH:8]=[CH:9][CH:10]=1)[CH:6]=[O:7])#[N:2].C(OC1C=C(C=C(OCC2C=CC=CC=2)C=1)CN)C1C=CC=CC=1. (2) The reactants are: [S:1]1[CH:5]=[CH:4][N:3]=[C:2]1[C:6]1([C:12]2[CH:20]=[CH:19][C:15]([C:16]([OH:18])=O)=[CH:14][CH:13]=2)[CH2:11][CH2:10][O:9][CH2:8][CH2:7]1.C(OC(=O)[NH:27][C:28]1[CH:33]=[CH:32][C:31]([C:34]2[S:35][CH:36]=[CH:37][CH:38]=2)=[CH:30][C:29]=1[NH2:39])(C)(C)C.CN(C(ON1N=NC2C=CC=NC1=2)=[N+](C)C)C.F[P-](F)(F)(F)(F)F.CCN(C(C)C)C(C)C. Given the product [NH2:27][C:28]1[CH:33]=[CH:32][C:31]([C:34]2[S:35][CH:36]=[CH:37][CH:38]=2)=[CH:30][C:29]=1[NH:39][C:16](=[O:18])[C:15]1[CH:19]=[CH:20][C:12]([C:6]2([C:2]3[S:1][CH:5]=[CH:4][N:3]=3)[CH2:11][CH2:10][O:9][CH2:8][CH2:7]2)=[CH:13][CH:14]=1, predict the reactants needed to synthesize it. (3) Given the product [CH2:1]([C@H:3]1[CH2:8][CH2:7][C@H:6]([O:9][C:10]2[CH:11]=[CH:12][C:13]([C:16]3[CH2:21][CH2:20][NH:19][CH2:18][CH:17]=3)=[CH:14][CH:15]=2)[CH2:5][CH2:4]1)[CH3:2], predict the reactants needed to synthesize it. The reactants are: [CH2:1]([C@H:3]1[CH2:8][CH2:7][C@H:6]([O:9][C:10]2[CH:15]=[CH:14][C:13]([C:16]3[CH2:21][CH2:20][N:19](C(OC(C)(C)C)=O)[CH2:18][CH:17]=3)=[CH:12][CH:11]=2)[CH2:5][CH2:4]1)[CH3:2].C(O)(C(F)(F)F)=O. (4) Given the product [SH:11][C:8]1([CH:2]=[O:3])[CH2:7][CH2:6][CH2:5][CH2:10][CH2:9]1, predict the reactants needed to synthesize it. The reactants are: C(O)[CH2:2][OH:3].[C:5]1(C)[CH:10]=[CH:9][C:8]([S:11](O)(=O)=O)=[CH:7][CH:6]=1.S([O-])([O-])(=O)=O.[Mg+2]. (5) Given the product [CH2:1]([OH:8])[C@@H:2]([C@@H:4]([CH2:6][OH:7])[OH:5])[OH:3].[CH2:9]([OH:18])[C@@H:10]([C@H:12]([C@@H:14]([CH2:16][OH:17])[OH:15])[OH:13])[OH:11], predict the reactants needed to synthesize it. The reactants are: [CH2:1]([OH:8])[C@@H:2]([C@@H:4]([CH2:6][OH:7])[OH:5])[OH:3].[CH2:9]([OH:18])[C@@H:10]([C@H:12]([C@@H:14]([CH2:16][OH:17])[OH:15])[OH:13])[OH:11].